From a dataset of Catalyst prediction with 721,799 reactions and 888 catalyst types from USPTO. Predict which catalyst facilitates the given reaction. (1) The catalyst class is: 57. Reactant: Cl[C:2]1[CH:3]=[C:4]([C:17]([OH:19])=[O:18])[C:5]2[CH:10]=[N:9][N:8]([CH:11]3[CH2:16][CH2:15][CH2:14][CH2:13][O:12]3)[C:6]=2[N:7]=1.[CH2:20]([O:27][C:28]1[CH:33]=[CH:32][C:31](B(O)O)=[C:30]([F:37])[CH:29]=1)[C:21]1[CH:26]=[CH:25][CH:24]=[CH:23][CH:22]=1.C(=O)([O-])[O-].[K+].[K+].O. Product: [CH2:20]([O:27][C:28]1[CH:33]=[CH:32][C:31]([C:2]2[CH:3]=[C:4]([C:17]([OH:19])=[O:18])[C:5]3[CH:10]=[N:9][N:8]([CH:11]4[CH2:16][CH2:15][CH2:14][CH2:13][O:12]4)[C:6]=3[N:7]=2)=[C:30]([F:37])[CH:29]=1)[C:21]1[CH:22]=[CH:23][CH:24]=[CH:25][CH:26]=1. (2) Reactant: [CH3:1][O:2][C:3]1[CH:4]=[C:5]2[C:10](=[CH:11][C:12]=1[O:13][CH3:14])[N:9]=[CH:8][CH:7]=[C:6]2[CH2:15][N:16]1[CH2:25][CH2:24][C:23]2[C:22]([C:26](O)=[O:27])=[CH:21][CH:20]=[CH:19][C:18]=2[C:17]1=[O:29].C(Cl)(=O)C([Cl:33])=O. Product: [CH3:1][O:2][C:3]1[CH:4]=[C:5]2[C:10](=[CH:11][C:12]=1[O:13][CH3:14])[N:9]=[CH:8][CH:7]=[C:6]2[CH2:15][N:16]1[CH2:25][CH2:24][C:23]2[C:22]([C:26]([Cl:33])=[O:27])=[CH:21][CH:20]=[CH:19][C:18]=2[C:17]1=[O:29]. The catalyst class is: 120.